From a dataset of Peptide-MHC class I binding affinity with 185,985 pairs from IEDB/IMGT. Regression. Given a peptide amino acid sequence and an MHC pseudo amino acid sequence, predict their binding affinity value. This is MHC class I binding data. The peptide sequence is RQYTAFTL. The MHC is HLA-B27:05 with pseudo-sequence HLA-B27:05. The binding affinity (normalized) is 0.507.